The task is: Predict the product of the given reaction.. This data is from Forward reaction prediction with 1.9M reactions from USPTO patents (1976-2016). (1) Given the reactants [CH3:1][O:2][C:3]([C:5]1[S:6][C:7]([C:10]#[C:11][CH2:12][CH2:13][OH:14])=[CH:8][CH:9]=1)=[O:4], predict the reaction product. The product is: [CH3:1][O:2][C:3]([C:5]1[S:6][C:7]([CH2:10][CH2:11][CH2:12][CH2:13][OH:14])=[CH:8][CH:9]=1)=[O:4]. (2) Given the reactants [F:1][C:2]1[CH:47]=[CH:46][C:5]([CH2:6][NH:7][C:8]([C:10]2[CH:15]=[C:14]([C:16]3[CH2:20][CH:19]([C:21]4[N:22]=[CH:23][N:24](C(C5C=CC=CC=5)(C5C=CC=CC=5)C5C=CC=CC=5)[CH:25]=4)[O:18][N:17]=3)[N:13]=[C:12]([CH3:45])[N:11]=2)=[O:9])=[CH:4][C:3]=1[O:48][CH3:49].Cl, predict the reaction product. The product is: [NH:24]1[CH:25]=[C:21]([CH:19]2[O:18][N:17]=[C:16]([C:14]3[N:13]=[C:12]([CH3:45])[N:11]=[C:10]([C:8]([NH:7][CH2:6][C:5]4[CH:46]=[CH:47][C:2]([F:1])=[C:3]([O:48][CH3:49])[CH:4]=4)=[O:9])[CH:15]=3)[CH2:20]2)[N:22]=[CH:23]1. (3) Given the reactants Cl.[CH3:2][NH:3][O:4][CH3:5].C([Li])CCC.CCCCCC.CO[C:19]([C:21]1([CH3:26])[CH2:25][CH2:24][CH2:23][CH2:22]1)=[O:20], predict the reaction product. The product is: [CH3:5][O:4][N:3]([CH3:2])[C:19]([C:21]1([CH3:26])[CH2:22][CH2:23][CH2:24][CH2:25]1)=[O:20]. (4) Given the reactants C1(P(C2C=CC=CC=2)C2C=CC=CC=2)C=CC=CC=1.[CH3:20][O:21][C:22](=[O:32])[C:23]1[CH:28]=[CH:27][C:26]([O:29][CH3:30])=[C:25]([OH:31])[CH:24]=1.CCOC(/N=N/C(OCC)=O)=O.[Cl:45][C:46]1[CH:51]=[C:50]([Cl:52])[CH:49]=[CH:48][C:47]=1[CH2:53][CH2:54]O, predict the reaction product. The product is: [CH3:20][O:21][C:22](=[O:32])[C:23]1[CH:28]=[CH:27][C:26]([O:29][CH3:30])=[C:25]([O:31][CH2:54][CH2:53][C:47]2[CH:48]=[CH:49][C:50]([Cl:52])=[CH:51][C:46]=2[Cl:45])[CH:24]=1. (5) Given the reactants [ClH:1].Cl.[CH:3]1([N:7]2[CH2:13][CH2:12][CH2:11][NH:10][CH2:9][CH2:8]2)[CH2:6][CH2:5][CH2:4]1.CCN(CC1C=CC=CC=1)CC.C=CC1C=CC=CC=1.C=CC1C=CC(C=C)=CC=1.C1C=CC2N(O)N=NC=2C=1.[C:54]([C:56]1[CH:61]=[CH:60][C:59]([C:62]2[CH:67]=[CH:66][C:65]([C:68](O)=[O:69])=[CH:64][CH:63]=2)=[CH:58][CH:57]=1)#[N:55], predict the reaction product. The product is: [ClH:1].[CH:3]1([N:7]2[CH2:13][CH2:12][CH2:11][N:10]([C:68]([C:65]3[CH:64]=[CH:63][C:62]([C:59]4[CH:60]=[CH:61][C:56]([C:54]#[N:55])=[CH:57][CH:58]=4)=[CH:67][CH:66]=3)=[O:69])[CH2:9][CH2:8]2)[CH2:6][CH2:5][CH2:4]1. (6) Given the reactants [F:1][C:2]1[CH:3]=[C:4]([CH:18]([OH:20])[CH3:19])[CH:5]=[C:6]([F:17])[C:7]=1[B:8]1[O:12][C:11]([CH3:14])([CH3:13])[C:10]([CH3:16])([CH3:15])[O:9]1.F[C:22]1C=C(C2(O)CCC2)C=C(F)[CH:27]=1, predict the reaction product. The product is: [F:17][C:6]1[CH:5]=[C:4]([C:18]2([OH:20])[CH2:27][CH2:22][CH2:19]2)[CH:3]=[C:2]([F:1])[C:7]=1[B:8]1[O:12][C:11]([CH3:13])([CH3:14])[C:10]([CH3:15])([CH3:16])[O:9]1. (7) Given the reactants [F:1][C:2]1[CH:7]=[CH:6][C:5]([N:8]2[C:16]3[C:11](=[CH:12][C:13]([O:17][C@@H:18]([C:22]4[CH:27]=[CH:26][CH:25]=[CH:24][CH:23]=4)[C@H:19]([NH2:21])[CH3:20])=[CH:14][CH:15]=3)[CH:10]=[N:9]2)=[CH:4][CH:3]=1.[F:28][CH:29](F)[C:30](Cl)=[O:31], predict the reaction product. The product is: [F:28][CH2:29][C:30]([NH:21][C@@H:19]([CH3:20])[C@H:18]([O:17][C:13]1[CH:12]=[C:11]2[C:16](=[CH:15][CH:14]=1)[N:8]([C:5]1[CH:4]=[CH:3][C:2]([F:1])=[CH:7][CH:6]=1)[N:9]=[CH:10]2)[C:22]1[CH:23]=[CH:24][CH:25]=[CH:26][CH:27]=1)=[O:31]. (8) Given the reactants [CH3:1][C:2]1[N:3]=[CH:4][NH:5][C:6]=1[C:7]([O:9][CH2:10][CH3:11])=[O:8].[H-].[Na+].[CH2:14](Br)[C:15]1[CH:20]=[CH:19][CH:18]=[CH:17][CH:16]=1.O, predict the reaction product. The product is: [CH2:14]([N:3]1[C:2]([CH3:1])=[C:6]([C:7]([O:9][CH2:10][CH3:11])=[O:8])[N:5]=[CH:4]1)[C:15]1[CH:20]=[CH:19][CH:18]=[CH:17][CH:16]=1. (9) Given the reactants C[O:2][C:3](=[O:14])[C:4]1[CH:9]=[CH:8][CH:7]=[C:6]([CH:10]([O:12][CH3:13])[CH3:11])[CH:5]=1.[OH-].[Na+], predict the reaction product. The product is: [CH3:13][O:12][CH:10]([C:6]1[CH:5]=[C:4]([CH:9]=[CH:8][CH:7]=1)[C:3]([OH:14])=[O:2])[CH3:11].